This data is from SARS-CoV-2 main protease (3CLPro) crystallographic fragment screen with 879 compounds. The task is: Binary Classification. Given a drug SMILES string, predict its activity (active/inactive) in a high-throughput screening assay against a specified biological target. (1) The molecule is CC(=O)Nc1ccc(OC(=O)N2CCCC2)cc1. The result is 0 (inactive). (2) The drug is Oc1cccc(CN2CCSCC2)c1. The result is 0 (inactive). (3) The compound is C[C@@H]1C[C@H]1C(=O)NCCc1ccc(Cl)cc1. The result is 0 (inactive). (4) The molecule is CC(C)(O)CN1CC[C@H](N)C1. The result is 0 (inactive). (5) The compound is Cn1ccc(C(=O)NC[C@@H]2CCCO2)n1. The result is 1 (active). (6) The compound is O=C(COc1ccccc1)Nc1cccc(F)c1. The result is 0 (inactive). (7) The compound is COc1ccc(Br)cc1C#N. The result is 0 (inactive).